From a dataset of Forward reaction prediction with 1.9M reactions from USPTO patents (1976-2016). Predict the product of the given reaction. Given the reactants Cl[C:2]1[C:11]2[C:6](=[CH:7][C:8]([C:12]([F:15])([F:14])[F:13])=[CH:9][CH:10]=2)[N:5]=[C:4]([C:16]([C:18]2[CH:23]=[CH:22][C:21]([F:24])=[CH:20][CH:19]=2)=[O:17])[N:3]=1.CCN(C(C)C)C(C)C.[CH3:34][C:35]1[NH:39][N:38]=[C:37]([NH2:40])[CH:36]=1.[I-].[K+], predict the reaction product. The product is: [F:24][C:21]1[CH:22]=[CH:23][C:18]([C:16]([C:4]2[N:3]=[C:2]([NH:40][C:37]3[CH:36]=[C:35]([CH3:34])[NH:39][N:38]=3)[C:11]3[C:6](=[CH:7][C:8]([C:12]([F:13])([F:14])[F:15])=[CH:9][CH:10]=3)[N:5]=2)=[O:17])=[CH:19][CH:20]=1.